This data is from Full USPTO retrosynthesis dataset with 1.9M reactions from patents (1976-2016). The task is: Predict the reactants needed to synthesize the given product. (1) The reactants are: [OH:1][B:2]1[C:6]2[CH:7]=[C:8]([NH:11][S:12]([C:15]3[CH:20]=[CH:19][C:18]([O:21]C)=[CH:17][C:16]=3[CH2:23][CH2:24][OH:25])(=[O:14])=[O:13])[CH:9]=[CH:10][C:5]=2[CH2:4][O:3]1.B(Br)(Br)Br. Given the product [OH:21][C:18]1[CH:19]=[CH:20][C:15]([S:12]([NH:11][C:8]2[CH:9]=[CH:10][C:5]3[CH2:4][O:3][B:2]([OH:1])[C:6]=3[CH:7]=2)(=[O:13])=[O:14])=[C:16]([CH2:23][CH2:24][OH:25])[CH:17]=1, predict the reactants needed to synthesize it. (2) Given the product [CH3:14][N:11]1[C:12]([C:3]([OH:32])=[O:2])=[N:4][C:5]2[C:10]1=[N:9][CH:8]=[N:7][C:6]=2[N:15]1[CH2:31][CH2:30][C:18]2([N:22]([C:23]3[CH:28]=[CH:27][CH:26]=[CH:25][CH:24]=3)[CH2:21][NH:20][C:19]2=[O:29])[CH2:17][CH2:16]1, predict the reactants needed to synthesize it. The reactants are: C[O:2][C:3]1[C:12](=O)[N:11]([CH3:14])[C:10]2[N:9]=[CH:8][N:7]=[C:6]([N:15]3[CH2:31][CH2:30][C:18]4([N:22]([C:23]5[CH:28]=[CH:27][CH:26]=[CH:25][CH:24]=5)[CH2:21][NH:20][C:19]4=[O:29])[CH2:17][CH2:16]3)[C:5]=2[N:4]=1.[OH2:32].[OH-].[Li+].Cl. (3) Given the product [F:8][C:9]1[C:14]([CH2:15][NH:7][C:4]2[CH:3]=[C:2]([CH3:1])[O:6][N:5]=2)=[C:13]([F:17])[CH:12]=[CH:11][C:10]=1[NH:18][S:19]([CH2:22][CH2:23][CH3:24])(=[O:21])=[O:20], predict the reactants needed to synthesize it. The reactants are: [CH3:1][C:2]1[O:6][N:5]=[C:4]([NH2:7])[CH:3]=1.[F:8][C:9]1[C:14]([CH:15]=O)=[C:13]([F:17])[CH:12]=[CH:11][C:10]=1[NH:18][S:19]([CH2:22][CH2:23][CH3:24])(=[O:21])=[O:20].C([SiH](CC)CC)C.FC(F)(F)C(O)=O. (4) Given the product [CH3:13][C:8]1[C:7]([C:21]#[C:20][Si:17]([CH3:19])([CH3:18])[CH3:16])=[CH:12][CH:11]=[CH:10][N:9]=1, predict the reactants needed to synthesize it. The reactants are: FC(F)(F)S(O[C:7]1[C:8]([CH3:13])=[N:9][CH:10]=[CH:11][CH:12]=1)(=O)=O.[CH3:16][Si:17]([C:20]#[CH:21])([CH3:19])[CH3:18].C(N(CC)CC)C. (5) Given the product [Cl:16][C:17]1[CH:24]=[CH:23][C:20]([CH2:21][N:7]([S:47]([C:44]2[CH:43]=[CH:42][C:41]([O:40][CH3:39])=[CH:46][CH:45]=2)(=[O:49])=[O:48])[CH2:6][CH2:5][C:4]([O:3][CH2:1][CH3:2])=[O:8])=[CH:19][CH:18]=1, predict the reactants needed to synthesize it. The reactants are: [CH2:1]([O:3][C:4](=[O:8])[CH2:5][CH2:6][NH2:7])[CH3:2].C(N(CC)CC)C.[Cl:16][C:17]1[CH:24]=[CH:23][C:20]([CH:21]=O)=[CH:19][CH:18]=1.C(O[BH-](OC(=O)C)OC(=O)C)(=O)C.[Na+].[CH3:39][O:40][C:41]1[CH:46]=[CH:45][C:44]([S:47](Cl)(=[O:49])=[O:48])=[CH:43][CH:42]=1. (6) Given the product [OH2:41].[Cl:23][C:19]1[CH:18]=[C:17]([C:7]2[C:6]3[C:11](=[CH:12][CH:13]=[C:4]([C:3]([C:31]4[N:35]([CH3:36])[CH:34]=[N:33][CH:32]=4)([C:24]4[CH:25]=[CH:26][C:27]([CH3:30])=[CH:28][CH:29]=4)[NH2:37])[CH:5]=3)[N:10]3[N:14]=[N:15][N:16]=[C:9]3[N:8]=2)[CH:22]=[CH:21][CH:20]=1, predict the reactants needed to synthesize it. The reactants are: Cl.Cl[C:3]([C:31]1[N:35]([CH3:36])[CH:34]=[N:33][CH:32]=1)([C:24]1[CH:29]=[CH:28][C:27]([CH3:30])=[CH:26][CH:25]=1)[C:4]1[CH:5]=[C:6]2[C:11](=[CH:12][CH:13]=1)[N:10]1[N:14]=[N:15][N:16]=[C:9]1[N:8]=[C:7]2[C:17]1[CH:22]=[CH:21][CH:20]=[C:19]([Cl:23])[CH:18]=1.[NH3:37].CC([OH:41])C. (7) Given the product [NH2:1][CH:2]([CH2:3][C:4]([O:6][CH2:7][CH3:8])=[O:5])[CH2:9][C:10]([O:12][CH2:13][CH3:14])=[O:11], predict the reactants needed to synthesize it. The reactants are: [NH2:1][C:2]([CH2:9][C:10]([O:12][CH2:13][CH3:14])=[O:11])=[CH:3][C:4]([O:6][CH2:7][CH3:8])=[O:5].C(O)C.[BH3-]C#N.[Na+].